Dataset: Full USPTO retrosynthesis dataset with 1.9M reactions from patents (1976-2016). Task: Predict the reactants needed to synthesize the given product. (1) Given the product [F:1][C:2]1[CH:7]=[CH:6][C:5]([CH:8]([CH:35]2[CH2:40][CH2:39][O:38][CH2:37][CH2:36]2)[N:9]2[C:17]3[CH:16]=[C:15]([C:18]([O:20][CH3:21])=[O:19])[CH:14]=[CH:13][C:12]=3[C:11]3[N:22]=[CH:23][C:24]([C:42]4[CH:43]=[N:44][O:45][C:46]=4[CH3:47])=[CH:25][C:10]2=3)=[CH:4][CH:3]=1, predict the reactants needed to synthesize it. The reactants are: [F:1][C:2]1[CH:7]=[CH:6][C:5]([CH:8]([CH:35]2[CH2:40][CH2:39][O:38][CH2:37][CH2:36]2)[N:9]2[C:17]3[CH:16]=[C:15]([C:18]([O:20][CH3:21])=[O:19])[CH:14]=[CH:13][C:12]=3[C:11]3[N:22]=[CH:23][C:24](B4OC(C)(C)C(C)(C)O4)=[CH:25][C:10]2=3)=[CH:4][CH:3]=1.I[C:42]1[CH:43]=[N:44][O:45][C:46]=1[CH3:47].P(=O)(O)(O)O.[K]. (2) Given the product [C:1]([O:5][C:6]([N:8]1[CH2:13][CH2:12][CH:11]([C:14]2[CH:19]=[CH:18][CH:17]=[CH:16][C:15]=2[S:41][Si:40]([CH:42]([CH3:44])[CH3:43])([CH:45]([CH3:47])[CH3:46])[CH:37]([CH3:38])[CH3:39])[CH2:10][CH2:9]1)=[O:7])([CH3:3])([CH3:2])[CH3:4], predict the reactants needed to synthesize it. The reactants are: [C:1]([O:5][C:6]([N:8]1[CH2:13][CH2:12][CH:11]([C:14]2[CH:19]=[CH:18][CH:17]=[CH:16][C:15]=2OS(C(F)(F)C(F)(F)C(F)(F)C(F)(F)F)(=O)=O)[CH2:10][CH2:9]1)=[O:7])([CH3:4])([CH3:3])[CH3:2].[CH:37]([Si:40]([CH:45]([CH3:47])[CH3:46])([CH:42]([CH3:44])[CH3:43])[SH:41])([CH3:39])[CH3:38].CC(C)([O-])C.[Na+]. (3) Given the product [C:1]12([CH2:11][NH:12][C:13]([C:15]3[C:16]4[N:17]([N:21]=[C:22]([CH2:24][CH2:25][C:26]#[N:27])[CH:23]=4)[CH:18]=[CH:19][CH:20]=3)=[O:14])[CH2:8][CH:7]3[CH2:9][CH:3]([CH2:4][CH:5]([CH2:6]3)[CH2:10]1)[CH2:2]2, predict the reactants needed to synthesize it. The reactants are: [C:1]12([CH2:11][NH:12][C:13]([C:15]3[C:16]4[N:17]([N:21]=[C:22]([CH:24]=[CH:25][C:26]#[N:27])[CH:23]=4)[CH:18]=[CH:19][CH:20]=3)=[O:14])[CH2:10][CH:5]3[CH2:6][CH:7]([CH2:9][CH:3]([CH2:4]3)[CH2:2]1)[CH2:8]2. (4) Given the product [F:47][CH:2]([F:1])[C:3]([NH:5][CH2:6][CH2:7][N:8]1[C:13]2[CH:14]=[C:15]([C:22]([N:24]([CH:41]([CH3:42])[CH3:43])[C@H:25]3[CH2:30][N:29]([C:31]([O:33][C:34]([CH3:36])([CH3:37])[CH3:35])=[O:32])[C@@H:28]([CH2:38][CH:39]=[O:40])[CH2:27][CH2:26]3)=[O:23])[C:16]([C:18]([F:20])([F:21])[F:19])=[CH:17][C:12]=2[O:11][C:10]([CH3:45])([CH3:44])[C:9]1=[O:46])=[O:4], predict the reactants needed to synthesize it. The reactants are: [F:1][CH:2]([F:47])[C:3]([NH:5][CH2:6][CH2:7][N:8]1[C:13]2[CH:14]=[C:15]([C:22]([N:24]([CH:41]([CH3:43])[CH3:42])[C@H:25]3[CH2:30][N:29]([C:31]([O:33][C:34]([CH3:37])([CH3:36])[CH3:35])=[O:32])[C@@H:28]([CH2:38][CH2:39][OH:40])[CH2:27][CH2:26]3)=[O:23])[C:16]([C:18]([F:21])([F:20])[F:19])=[CH:17][C:12]=2[O:11][C:10]([CH3:45])([CH3:44])[C:9]1=[O:46])=[O:4].C[N+]1([O-])CCOCC1. (5) Given the product [Cl:1][C:2]1[CH:3]=[C:4]([F:16])[C:5]([N:15]=[C:17]=[S:18])=[CH:6][C:7]=1[O:8][C:9]1[N:10]=[CH:11][CH:12]=[CH:13][N:14]=1, predict the reactants needed to synthesize it. The reactants are: [Cl:1][C:2]1[C:7]([O:8][C:9]2[N:14]=[CH:13][CH:12]=[CH:11][N:10]=2)=[CH:6][C:5]([NH2:15])=[C:4]([F:16])[CH:3]=1.[C:17](Cl)(Cl)=[S:18].